Dataset: CYP1A2 inhibition data for predicting drug metabolism from PubChem BioAssay. Task: Regression/Classification. Given a drug SMILES string, predict its absorption, distribution, metabolism, or excretion properties. Task type varies by dataset: regression for continuous measurements (e.g., permeability, clearance, half-life) or binary classification for categorical outcomes (e.g., BBB penetration, CYP inhibition). Dataset: cyp1a2_veith. The molecule is O=C(c1cc(C(F)(F)F)cc(C(F)(F)F)c1)N1CCC2(CCCN(Cc3ccncc3)C2)CC1. The result is 0 (non-inhibitor).